Dataset: Forward reaction prediction with 1.9M reactions from USPTO patents (1976-2016). Task: Predict the product of the given reaction. (1) The product is: [P:3]([O-:20])([O-:5])([O-:4])=[O:2].[O-:39][P:38]([O:41][P:42]([O-:45])([O-:44])=[O:43])(=[O:37])[O-:40]. Given the reactants [Na].[O-:2][P:3]1([O:20]P([O-])(=O)[O:5][P:3]([O-:20])(=[O:4])[O:2]P([O-])(=O)[O:5][P:3]([O-:20])(=[O:4])[O:2]P([O-])(=O)[O:5]1)=[O:4].[Na+].[Na+].[Na+].[Na+].[Na+].[Na+].[O-]P(=O)=O.[Na+].[O-:37][P:38]([O:41][P:42]([O:45]P([O-])([O-])=O)([O-:44])=[O:43])(=[O:40])[O-:39].[Na+].[Na+].[Na+].[Na+].[Na+], predict the reaction product. (2) Given the reactants [H-].[Na+].[CH3:3][SH:4].Br[C:6]1[C:13]([O:14][CH2:15][CH3:16])=[CH:12][C:9]([CH:10]=[O:11])=[CH:8][C:7]=1[O:17][CH2:18][CH3:19].Cl, predict the reaction product. The product is: [CH2:18]([O:17][C:7]1[CH:8]=[C:9]([CH:12]=[C:13]([O:14][CH2:15][CH3:16])[C:6]=1[S:4][CH3:3])[CH:10]=[O:11])[CH3:19]. (3) Given the reactants [CH3:1][C:2]1[S:3][C:4]2[CH:10]=[CH:9][C:8]([N:11]([S:37]([C:40]3[CH:45]=[CH:44][CH:43]=[CH:42][C:41]=3[N+:46]([O-:48])=[O:47])(=[O:39])=[O:38])[CH2:12][CH2:13][C@@H:14]3[CH2:19][N:18]([C:20]([O:22][CH2:23][C:24]4[CH:29]=[CH:28][CH:27]=[CH:26][CH:25]=4)=[O:21])[CH2:17][CH2:16][N:15]3C(OC(C)(C)C)=O)=[CH:7][C:5]=2[N:6]=1.C(OCC)(=O)C.Cl, predict the reaction product. The product is: [CH3:1][C:2]1[S:3][C:4]2[CH:10]=[CH:9][C:8]([N:11]([S:37]([C:40]3[CH:45]=[CH:44][CH:43]=[CH:42][C:41]=3[N+:46]([O-:48])=[O:47])(=[O:38])=[O:39])[CH2:12][CH2:13][C@H:14]3[NH:15][CH2:16][CH2:17][N:18]([C:20]([O:22][CH2:23][C:24]4[CH:29]=[CH:28][CH:27]=[CH:26][CH:25]=4)=[O:21])[CH2:19]3)=[CH:7][C:5]=2[N:6]=1. (4) Given the reactants [Cl:1][C:2]1[C:7]([O:8][CH3:9])=[CH:6][CH:5]=[CH:4][C:3]=1[CH:10]=[CH:11][CH:12]=O.[F:14][C:15]1[CH:20]=[CH:19][C:18]([CH2:21][C:22]([OH:24])=[O:23])=[CH:17][C:16]=1[O:25][CH3:26], predict the reaction product. The product is: [Cl:1][C:2]1[C:7]([O:8][CH3:9])=[CH:6][CH:5]=[CH:4][C:3]=1/[CH:10]=[CH:11]/[CH:12]=[C:21]([C:18]1[CH:19]=[CH:20][C:15]([F:14])=[C:16]([O:25][CH3:26])[CH:17]=1)[C:22]([OH:24])=[O:23]. (5) Given the reactants [O:1]=[C:2]1[CH2:7][CH2:6][N:5]([C:8]([O:10][CH2:11][C:12]2[CH:17]=[CH:16][CH:15]=[CH:14][CH:13]=2)=[O:9])[CH2:4][CH2:3]1.[Si:18](Cl)([CH3:21])([CH3:20])[CH3:19].C(N(CC)CC)C, predict the reaction product. The product is: [CH3:19][Si:18]([CH3:21])([CH3:20])[O:1][C:2]1[CH2:3][CH2:4][N:5]([C:8]([O:10][CH2:11][C:12]2[CH:17]=[CH:16][CH:15]=[CH:14][CH:13]=2)=[O:9])[CH2:6][CH:7]=1. (6) Given the reactants S(Cl)(Cl)=O.[CH:5]1([CH2:8][C:9]([OH:11])=O)[CH2:7][CH2:6]1.[Cl:12][C:13]1[C:14]([NH:21][CH2:22][CH:23]2[CH2:25][CH:24]2[C:26]2[C:31]([O:32][CH3:33])=[CH:30][CH:29]=[CH:28][C:27]=2[F:34])=[CH:15][N:16]=[N:17][C:18]=1[NH:19][NH2:20].C(=O)(O)[O-].[Na+], predict the reaction product. The product is: [Cl:12][C:13]1[C:14]([NH:21][CH2:22][CH:23]2[CH2:25][CH:24]2[C:26]2[C:31]([O:32][CH3:33])=[CH:30][CH:29]=[CH:28][C:27]=2[F:34])=[CH:15][N:16]=[N:17][C:18]=1[NH:19][NH:20][C:9](=[O:11])[CH2:8][CH:5]1[CH2:6][CH2:7]1. (7) Given the reactants [CH3:1][C:2]1[CH:7]=[CH:6][C:5]([S:8]([O:11][CH2:12][CH2:13][O:14][CH2:15][CH2:16][CH2:17][O:18][CH2:19][C:20]([O:22]C(C)(C)C)=[O:21])(=[O:10])=[O:9])=[CH:4][CH:3]=1.FC(F)(F)C(O)=O, predict the reaction product. The product is: [CH3:1][C:2]1[CH:7]=[CH:6][C:5]([S:8]([O:11][CH2:12][CH2:13][O:14][CH2:15][CH2:16][CH2:17][O:18][CH2:19][C:20]([OH:22])=[O:21])(=[O:9])=[O:10])=[CH:4][CH:3]=1. (8) Given the reactants [CH3:1][O:2][C:3]1[CH:14]=[CH:13][C:6]([CH2:7][N:8]2[CH:12]=[N:11][CH:10]=[N:9]2)=[CH:5][CH:4]=1.C([Li])CCC.[CH2:20]([CH:22]([CH2:25][CH3:26])[CH:23]=[O:24])[CH3:21], predict the reaction product. The product is: [CH2:20]([CH:22]([CH2:25][CH3:26])[CH:23]([C:12]1[N:8]([CH2:7][C:6]2[CH:5]=[CH:4][C:3]([O:2][CH3:1])=[CH:14][CH:13]=2)[N:9]=[CH:10][N:11]=1)[OH:24])[CH3:21]. (9) Given the reactants [O:1]1[C:5]([C:6]2[CH:14]=[CH:13][CH:12]=[CH:11][C:7]=2[C:8]([OH:10])=O)=[CH:4][N:3]=[CH:2]1.[CH2:15]([C:22]1([OH:28])[CH2:27][CH2:26][NH:25][CH2:24][CH2:23]1)[C:16]1[CH:21]=[CH:20][CH:19]=[CH:18][CH:17]=1.Cl.CN(C)CCCN=C=NCC.ON1C2C=CC=CC=2N=N1, predict the reaction product. The product is: [CH2:15]([C:22]1([OH:28])[CH2:27][CH2:26][N:25]([C:8]([C:7]2[CH:11]=[CH:12][CH:13]=[CH:14][C:6]=2[C:5]2[O:1][CH:2]=[N:3][CH:4]=2)=[O:10])[CH2:24][CH2:23]1)[C:16]1[CH:17]=[CH:18][CH:19]=[CH:20][CH:21]=1. (10) Given the reactants C[O:2][C:3]([C@@H:5]1[C:11]2[CH:12]=[CH:13][CH:14]=[CH:15][C:10]=2[O:9][C:8]2[CH:16]=[CH:17][C:18]([Cl:20])=[CH:19][C:7]=2[C@H:6]1[CH2:21][N+:22]([O-])=O)=O.[H-].[Al+3].[Li+].[H-].[H-].[H-].C1COCC1.C1(C)C=CC=CC=1, predict the reaction product. The product is: [NH2:22][CH2:21][C@H:6]1[C@H:5]([CH2:3][OH:2])[C:11]2[CH:12]=[CH:13][CH:14]=[CH:15][C:10]=2[O:9][C:8]2[CH:16]=[CH:17][C:18]([Cl:20])=[CH:19][C:7]1=2.